This data is from Full USPTO retrosynthesis dataset with 1.9M reactions from patents (1976-2016). The task is: Predict the reactants needed to synthesize the given product. (1) The reactants are: [CH:1]1[C:6]([I:7])=[C:5]([I:8])[C:4]([C:9]([OH:11])=[O:10])=[CH:3][C:2]=1[I:12].CCCCCCCCCC(C)C.C1(C)C=CC=CC=1. Given the product [CH:1]1[C:6]([I:7])=[C:5]([I:8])[C:4]([C:9]([OH:11])=[O:10])=[CH:3][C:2]=1[I:12], predict the reactants needed to synthesize it. (2) Given the product [CH3:19][O:18][N:17]([CH3:16])[C:12]([CH:10]1[CH2:9][N:8]([C:1]([O:3][C:4]([CH3:5])([CH3:6])[CH3:7])=[O:2])[CH2:11]1)=[O:14], predict the reactants needed to synthesize it. The reactants are: [C:1]([N:8]1[CH2:11][CH:10]([C:12]([OH:14])=O)[CH2:9]1)([O:3][C:4]([CH3:7])([CH3:6])[CH3:5])=[O:2].Cl.[CH3:16][NH:17][O:18][CH3:19].C(Cl)CCl.C1C=CC2N(O)N=NC=2C=1.CCN(C(C)C)C(C)C. (3) Given the product [Cl:1][C:2]1[CH:3]=[C:4]([C:12]2[O:16][N:15]=[C:14]([C:17]3[CH:18]=[C:19]4[C:23](=[CH:24][CH:25]=3)[N:22]([CH2:26][CH2:27][C:28]([OH:30])=[O:29])[N:21]=[CH:20]4)[N:13]=2)[CH:5]=[CH:6][C:7]=1[O:8][CH:9]([CH3:11])[CH3:10], predict the reactants needed to synthesize it. The reactants are: [Cl:1][C:2]1[CH:3]=[C:4]([C:12]2[O:16][N:15]=[C:14]([C:17]3[CH:18]=[C:19]4[C:23](=[CH:24][CH:25]=3)[N:22]([CH2:26][CH2:27][C:28]([O:30]CC)=[O:29])[N:21]=[CH:20]4)[N:13]=2)[CH:5]=[CH:6][C:7]=1[O:8][CH:9]([CH3:11])[CH3:10].[OH-].[Na+]. (4) Given the product [C:1]([C:5]1[CH:10]=[CH:9][C:8]([C:11]2[N:12]([C:32]([N:44]3[CH2:43][CH2:42][N:41]4[CH2:45][CH2:46][CH2:47][CH:40]4[CH2:39]3)=[O:33])[C@@:13]([C:25]3[CH:26]=[CH:27][C:28]([Cl:31])=[CH:29][CH:30]=3)([CH3:24])[C@@:14]([C:17]3[CH:22]=[CH:21][C:20]([Cl:23])=[CH:19][CH:18]=3)([CH3:16])[N:15]=2)=[C:7]([O:35][CH:36]([CH3:38])[CH3:37])[CH:6]=1)([CH3:2])([CH3:3])[CH3:4], predict the reactants needed to synthesize it. The reactants are: [C:1]([C:5]1[CH:10]=[CH:9][C:8]([C:11]2[N:12]([C:32](Cl)=[O:33])[C:13]([C:25]3[CH:30]=[CH:29][C:28]([Cl:31])=[CH:27][CH:26]=3)([CH3:24])[C:14]([C:17]3[CH:22]=[CH:21][C:20]([Cl:23])=[CH:19][CH:18]=3)([CH3:16])[N:15]=2)=[C:7]([O:35][CH:36]([CH3:38])[CH3:37])[CH:6]=1)([CH3:4])([CH3:3])[CH3:2].[CH2:39]1[NH:44][CH2:43][CH2:42][N:41]2[CH2:45][CH2:46][CH2:47][CH:40]12. (5) Given the product [Br:28][C:24]1[N:25]=[C:26]([O:8][CH2:7][C:5]2[CH:6]=[N:1][CH:2]=[N:3][CH:4]=2)[C:21]([NH:20][S:17]([C:11]2[CH:12]=[CH:13][CH:14]=[C:15]([Cl:16])[C:10]=2[Cl:9])(=[O:19])=[O:18])=[N:22][CH:23]=1, predict the reactants needed to synthesize it. The reactants are: [N:1]1[CH:6]=[C:5]([CH2:7][OH:8])[CH:4]=[N:3][CH:2]=1.[Cl:9][C:10]1[C:15]([Cl:16])=[CH:14][CH:13]=[CH:12][C:11]=1[S:17]([NH:20][C:21]1[C:26](Br)=[N:25][C:24]([Br:28])=[CH:23][N:22]=1)(=[O:19])=[O:18]. (6) The reactants are: [CH2:1]([O:8][C:9]([NH:11][C:12]1[CH:20]=[C:19]2[C:15]([C:16]3[C:24]([C:25]4[CH:30]=[CH:29][CH:28]=[CH:27][C:26]=4[F:31])=[CH:23][N:22]=[C:21]([C:32]([O:34]CC)=[O:33])[C:17]=3[NH:18]2)=[CH:14][CH:13]=1)=[O:10])[C:2]1[CH:7]=[CH:6][CH:5]=[CH:4][CH:3]=1.O.[OH-].[Li+]. Given the product [CH2:1]([O:8][C:9]([NH:11][C:12]1[CH:20]=[C:19]2[C:15]([C:16]3[C:24]([C:25]4[CH:30]=[CH:29][CH:28]=[CH:27][C:26]=4[F:31])=[CH:23][N:22]=[C:21]([C:32]([OH:34])=[O:33])[C:17]=3[NH:18]2)=[CH:14][CH:13]=1)=[O:10])[C:2]1[CH:7]=[CH:6][CH:5]=[CH:4][CH:3]=1, predict the reactants needed to synthesize it. (7) Given the product [CH2:26]([O:25][C:21]([CH:22]=[CH:23][C:2]1[CH:11]=[CH:10][C:9]2[NH:8][C:7](=[O:12])[C:6]3[NH:13][CH:14]=[CH:15][C:5]=3[C:4]=2[CH:3]=1)=[O:24])[CH3:27].[CH2:16]([C:18]([O-:20])=[O:19])[CH3:17], predict the reactants needed to synthesize it. The reactants are: I[C:2]1[CH:11]=[CH:10][C:9]2[NH:8][C:7](=[O:12])[C:6]3[NH:13][CH:14]=[CH:15][C:5]=3[C:4]=2[CH:3]=1.[CH2:16]([C:18]([O-:20])=[O:19])[CH3:17].[C:21]([O:25][CH2:26][CH3:27])(=[O:24])[CH:22]=[CH2:23]. (8) Given the product [CH:1]1([CH2:7][CH2:8][CH2:9][CH2:10][C:11]2[N:15]([CH2:16][CH2:17][OH:18])[C:14]3[CH:22]=[CH:23][CH:24]=[CH:25][C:13]=3[N:12]=2)[CH2:6][CH2:5][CH2:4][CH2:3][CH2:2]1, predict the reactants needed to synthesize it. The reactants are: [CH:1]1([CH2:7][CH2:8][CH2:9][CH2:10][C:11]2[N:15]([CH2:16][C:17](OCC)=[O:18])[C:14]3[CH:22]=[CH:23][CH:24]=[CH:25][C:13]=3[N:12]=2)[CH2:6][CH2:5][CH2:4][CH2:3][CH2:2]1.C1COCC1.